This data is from Experimentally validated miRNA-target interactions with 360,000+ pairs, plus equal number of negative samples. The task is: Binary Classification. Given a miRNA mature sequence and a target amino acid sequence, predict their likelihood of interaction. (1) The miRNA is hsa-miR-23b-5p with sequence UGGGUUCCUGGCAUGCUGAUUU. The protein sequence of the target gene is MATPARAPESPPSADPALVAGPAEEAECPPPRQPQPAQNVLAAPRLRAPSSRGLGAAEFGGAAGNVEAPGETFAQRVSWGPAESPPGSFSSSSLGAPLPSRTLFPSLEGDFDSVTFASVLRASGRRACCGRAVPLPGQKIHLQIARQR. Result: 0 (no interaction). (2) The miRNA is hsa-miR-6768-3p with sequence CAAAGGCCACAUUCUCCUGUGCAC. The protein sequence of the target gene is MGALVIRGIRNFNLENRAEREISKMKPSVAPRHPSTNSLLREQISLYPEVKGEIARKDEKLLSFLKDVYVDSKDPVSSLQVKAAETCQEPKEFRLPKDHHFDMINIKSIPKGKISIVEALTLLNNHKLFPETWTAEKIMQEYQLEQKDVNSLLKYFVTFEVEIFPPEDKKAIRSK. Result: 0 (no interaction). (3) The miRNA is hsa-miR-6783-3p with sequence UUCCUGGGCUUCUCCUCUGUAG. The protein sequence of the target gene is MRGAMELEPELLLQEARENVEAAQSYRRELGHRLEGLREARRQIKESASQTRDVLKQHFNDLKGTLGKLLDERLVTLLQEVDTIEQETIKPLDDCQKLIEHGVNTAEDLVREGEIAMLGGVGEENEKLWSFTKKASHIQLDSLPEVPLLVDVPCLSAQLDDSILNIVKDHIFKHGTVASRPPVQIEELIEKPGGIIVRWCKVDDDFTAQDYRLQFRKCTSNHFEDVYVGSETEFIVLHIDPNVDYQFRVCARGDGRQEWSPWSVPQIGHSTLVPHEWTAGFEGYSLSSRRNIALRNDSES.... Result: 0 (no interaction).